Dataset: Reaction yield outcomes from USPTO patents with 853,638 reactions. Task: Predict the reaction yield, written as a fraction of the theoretical maximum amount of product (1.0 means a 100% yield; for example, 0.34 means a 34% yield). (1) The catalyst is O1CCOCC1. The product is [C:15]1([N:21]2[CH2:26][CH2:25][N:24]([C:2]3[N:3]=[C:4]([CH2:11][CH2:12][CH2:13][NH2:14])[C:5]4[S:10][CH2:9][CH2:8][C:6]=4[N:7]=3)[CH2:23][CH2:22]2)[CH:20]=[CH:19][CH:18]=[CH:17][CH:16]=1. The yield is 0.550. The reactants are Cl[C:2]1[N:3]=[C:4]([CH2:11][CH2:12][CH2:13][NH2:14])[C:5]2[S:10][CH2:9][CH2:8][C:6]=2[N:7]=1.[C:15]1([N:21]2[CH2:26][CH2:25][NH:24][CH2:23][CH2:22]2)[CH:20]=[CH:19][CH:18]=[CH:17][CH:16]=1. (2) The reactants are [N:1]#[C:2]Br.[Br:4][C:5]1[CH:11]=[CH:10][C:8]([NH2:9])=[CH:7][C:6]=1[CH3:12]. The catalyst is C(OCC)C.C1COCC1. The product is [Br:4][C:5]1[CH:11]=[CH:10][C:8]([NH:9][C:2]#[N:1])=[CH:7][C:6]=1[CH3:12]. The yield is 0.130. (3) The reactants are Cl[C:2]1[CH:3]=[C:4]([CH:22]=[CH:23][N:24]=1)[C:5]([NH:7][C:8]1[S:9][CH:10]=[C:11]([C:13]2[C:18]([CH3:19])=[CH:17][C:16]([CH3:20])=[CH:15][C:14]=2[CH3:21])[N:12]=1)=[O:6].[NH:25]1[CH2:30][CH2:29][O:28][CH2:27][CH2:26]1.O. The catalyst is CN1CCCC1=O. The product is [C:14]1([CH3:21])[CH:15]=[C:16]([CH3:20])[CH:17]=[C:18]([CH3:19])[C:13]=1[C:11]1[N:12]=[C:8]([NH:7][C:5](=[O:6])[C:4]2[CH:22]=[CH:23][N:24]=[C:2]([N:25]3[CH2:30][CH2:29][O:28][CH2:27][CH2:26]3)[CH:3]=2)[S:9][CH:10]=1. The yield is 0.630. (4) The reactants are [C:1]([C:4]1[S:5][CH:6]=[CH:7][C:8]=1[NH:9][CH:10]([C:14]1[CH:19]=[CH:18][CH:17]=[CH:16][CH:15]=1)[C:11]([OH:13])=[O:12])(=[O:3])[CH3:2].[N:20]12[CH2:27][CH2:26][CH:23]([CH2:24][CH2:25]1)[C@@H:22](O)[CH2:21]2.C1C=CC2N(O)N=NC=2C=1.C1CCC(N=C=NC2CCCCC2)CC1. The catalyst is C1COCC1. The product is [N:20]12[CH2:27][CH2:26][CH:23]([CH2:24][CH2:25]1)[C@@H:22]([O:12][C:11](=[O:13])[CH:10]([NH:9][C:8]1[CH:7]=[CH:6][S:5][C:4]=1[C:1](=[O:3])[CH3:2])[C:14]1[CH:19]=[CH:18][CH:17]=[CH:16][CH:15]=1)[CH2:21]2. The yield is 0.180. (5) The reactants are C(N1C=CN=C1)(N1C=CN=C1)=O.[CH:13]1([C:19]2[C:20]3[CH:21]=[CH:22][C:23]([C:43]([OH:45])=O)=[CH:24][C:25]=3[N:26]3[CH2:32][C:31]([C:33]([O:35][CH3:36])=[O:34])=[CH:30][C:29]4[CH:37]=[C:38]([O:41][CH3:42])[CH:39]=[CH:40][C:28]=4[C:27]=23)[CH2:18][CH2:17][CH2:16][CH2:15][CH2:14]1.[CH3:46][CH:47]([S:49]([NH2:52])(=[O:51])=[O:50])[CH3:48].C1CCN2C(=NCCC2)CC1. The catalyst is C1COCC1.CCOC(C)=O. The product is [CH:13]1([C:19]2[C:20]3[CH:21]=[CH:22][C:23]([C:43](=[O:45])[NH:52][S:49]([CH:47]([CH3:48])[CH3:46])(=[O:51])=[O:50])=[CH:24][C:25]=3[N:26]3[CH2:32][C:31]([C:33]([O:35][CH3:36])=[O:34])=[CH:30][C:29]4[CH:37]=[C:38]([O:41][CH3:42])[CH:39]=[CH:40][C:28]=4[C:27]=23)[CH2:14][CH2:15][CH2:16][CH2:17][CH2:18]1. The yield is 0.850. (6) The reactants are S(=O)(=O)(O)O.[C:6]1([CH:13]=[CH:12][CH:11]=[C:9]([OH:10])[CH:8]=1)[OH:7].C([O:16][C:17](=O)[CH:18]([CH2:22][C:23]1[CH:28]=[CH:27][CH:26]=[C:25]([N+:29]([O-:31])=[O:30])[C:24]=1[F:32])[C:19](=O)[CH3:20])C. The catalyst is O. The product is [F:32][C:24]1[C:25]([N+:29]([O-:31])=[O:30])=[CH:26][CH:27]=[CH:28][C:23]=1[CH2:22][C:18]1[C:17](=[O:16])[O:7][C:6]2[CH:8]=[C:9]([OH:10])[CH:11]=[CH:12][C:13]=2[C:19]=1[CH3:20]. The yield is 0.640. (7) The product is [O:1]([CH2:2][CH:3]1[CH2:8][CH2:7][N:6]([C:9]([O:11][C:12]([CH3:15])([CH3:14])[CH3:13])=[O:10])[CH2:5][CH2:4]1)[C:16]1[CH:21]=[CH:20][CH:19]=[CH:18][CH:17]=1. The catalyst is C1COCC1. The yield is 0.710. The reactants are [OH:1][CH2:2][CH:3]1[CH2:8][CH2:7][N:6]([C:9]([O:11][C:12]([CH3:15])([CH3:14])[CH3:13])=[O:10])[CH2:5][CH2:4]1.[C:16]1(O)[CH:21]=[CH:20][CH:19]=[CH:18][CH:17]=1.C1(P(C2C=CC=CC=2)C2C=CC=CC=2)C=CC=CC=1.C(OC(N=NC(OC(C)(C)C)=O)=O)(C)(C)C. (8) The reactants are [Br:1][C:2]1[CH:7]=[C:6]([F:8])[CH:5]=[CH:4][C:3]=1[CH:9]([NH:11][C:12](=O)[CH:13]([F:15])[F:14])[CH3:10]. The catalyst is C1COCC1. The product is [Br:1][C:2]1[CH:7]=[C:6]([F:8])[CH:5]=[CH:4][C:3]=1[CH:9]([NH:11][CH2:12][CH:13]([F:15])[F:14])[CH3:10]. The yield is 0.930. (9) The reactants are Cl[C:2]1[C:11]([N+:12]([O-:14])=[O:13])=[CH:10][C:5]([C:6]([O:8][CH3:9])=[O:7])=[CH:4][N:3]=1.[CH2:15]([NH:22][CH2:23][C:24]([O:26][CH3:27])=[O:25])[C:16]1[CH:21]=[CH:20][CH:19]=[CH:18][CH:17]=1.Cl[CH2:29]Cl. No catalyst specified. The product is [CH2:15]([N:22]([CH2:23][C:24]([O:26][CH2:27][CH3:29])=[O:25])[C:2]1[C:11]([N+:12]([O-:14])=[O:13])=[CH:10][C:5]([C:6]([O:8][CH3:9])=[O:7])=[CH:4][N:3]=1)[C:16]1[CH:21]=[CH:20][CH:19]=[CH:18][CH:17]=1. The yield is 0.900.